This data is from Full USPTO retrosynthesis dataset with 1.9M reactions from patents (1976-2016). The task is: Predict the reactants needed to synthesize the given product. (1) The reactants are: C(OC([N:8]1[CH2:13][CH2:12][N:11]([C:14]2[CH:19]=[CH:18][C:17]([NH:20][C:21]([NH:23][C:24]3[N:25]([C:33]4[CH:38]=[CH:37][C:36]([CH3:39])=[CH:35][CH:34]=4)[N:26]=[C:27]([C:29]([CH3:32])([CH3:31])[CH3:30])[CH:28]=3)=[O:22])=[C:16]([CH3:40])[N:15]=2)[CH2:10][CH2:9]1)=O)(C)(C)C.[ClH:41]. Given the product [ClH:41].[ClH:41].[C:29]([C:27]1[CH:28]=[C:24]([NH:23][C:21]([NH:20][C:17]2[C:16]([CH3:40])=[N:15][C:14]([N:11]3[CH2:10][CH2:9][NH:8][CH2:13][CH2:12]3)=[CH:19][CH:18]=2)=[O:22])[N:25]([C:33]2[CH:38]=[CH:37][C:36]([CH3:39])=[CH:35][CH:34]=2)[N:26]=1)([CH3:32])([CH3:31])[CH3:30], predict the reactants needed to synthesize it. (2) Given the product [NH2:37][CH:10]1[CH2:9][N:8]([CH2:7][C:6]2[CH:17]=[CH:18][C:3]([O:2][CH3:1])=[CH:4][CH:5]=2)[C:12](=[O:13])[CH2:11]1, predict the reactants needed to synthesize it. The reactants are: [CH3:1][O:2][C:3]1[CH:18]=[CH:17][C:6]([CH2:7][N:8]2[C:12](=[O:13])[CH2:11][CH:10](C(N)=O)[CH2:9]2)=[CH:5][CH:4]=1.C(OI(OC(=O)C)C1C=CC=CC=1)(=O)C.Cl.CC#[N:37]. (3) Given the product [OH:24][CH2:23][CH2:22][S:21][CH:9]([C:10]1[CH:14]=[CH:13][S:12][CH:11]=1)[CH2:8][C:4]1[O:3][C:2]([CH3:1])([C:15]2[CH:20]=[CH:19][CH:18]=[CH:17][CH:16]=2)[C:6](=[O:7])[CH:5]=1, predict the reactants needed to synthesize it. The reactants are: [CH3:1][C:2]1([C:15]2[CH:20]=[CH:19][CH:18]=[CH:17][CH:16]=2)[C:6](=[O:7])[CH:5]=[C:4](/[CH:8]=[CH:9]/[C:10]2[CH:14]=[CH:13][S:12][CH:11]=2)[O:3]1.[SH:21][CH2:22][CH2:23][OH:24]. (4) Given the product [Br:8][C:5]1[CH:4]=[N:3][C:2]([NH:9][C:10]2[CH:15]=[CH:14][C:13]([C:16](=[O:21])[C:17]([F:18])([F:19])[F:20])=[CH:12][CH:11]=2)=[N:7][CH:6]=1, predict the reactants needed to synthesize it. The reactants are: Cl[C:2]1[N:7]=[CH:6][C:5]([Br:8])=[CH:4][N:3]=1.[NH2:9][C:10]1[CH:15]=[CH:14][C:13]([C:16](=[O:21])[C:17]([F:20])([F:19])[F:18])=[CH:12][CH:11]=1.[Cl-].[NH4+]. (5) Given the product [CH:5]1([C:5]2[CH:10]=[CH:9][CH:8]=[CH:7][CH:6]=2)[CH2:10][CH2:9][CH2:8][CH2:7][CH2:6]1, predict the reactants needed to synthesize it. The reactants are: [H][H].[C]=O.[CH:5]1[CH:10]=[CH:9][CH:8]=[CH:7][CH:6]=1. (6) Given the product [OH:1][C:2]1[CH:7]=[CH:6][N:5]2[N:8]=[CH:9][C:10]([C:11]([OH:13])=[O:12])=[C:4]2[N:3]=1, predict the reactants needed to synthesize it. The reactants are: [OH:1][C:2]1[CH:7]=[CH:6][N:5]2[N:8]=[CH:9][C:10]([C:11]([O:13]CC)=[O:12])=[C:4]2[N:3]=1.O1CCCC1.[OH-].[Na+]. (7) The reactants are: [NH2:1][C:2]1[CH:3]=[N:4][CH:5]=[CH:6][C:7]=1[C:8]1[CH:9]=[C:10]([CH:23]=[CH:24][CH:25]=1)[C:11]([NH:13][C:14]([C:17]1[CH:22]=[CH:21][CH:20]=[CH:19][CH:18]=1)([CH3:16])[CH3:15])=[O:12].C(N(CC)CC)C.[CH3:33][S:34](Cl)(=[O:36])=[O:35].[F-].C([N+](CCCC)(CCCC)CCCC)CCC. Given the product [CH3:33][S:34]([NH:1][C:2]1[CH:3]=[N:4][CH:5]=[CH:6][C:7]=1[C:8]1[CH:9]=[C:10]([CH:23]=[CH:24][CH:25]=1)[C:11]([NH:13][C:14]([C:17]1[CH:22]=[CH:21][CH:20]=[CH:19][CH:18]=1)([CH3:16])[CH3:15])=[O:12])(=[O:36])=[O:35], predict the reactants needed to synthesize it. (8) Given the product [N:23]1[C:22]2[CH:26]=[CH:27][C:19]([NH:18][CH:4]=[C:5]3[C:16]4[C:8](=[CH:9][CH:10]=[C:11]5[C:15]=4[S:14][CH:13]=[N:12]5)[NH:7][C:6]3=[O:17])=[CH:20][C:21]=2[NH:25][N:24]=1, predict the reactants needed to synthesize it. The reactants are: C(O[CH:4]=[C:5]1[C:16]2[C:8](=[CH:9][CH:10]=[C:11]3[C:15]=2[S:14][CH:13]=[N:12]3)[NH:7][C:6]1=[O:17])C.[NH2:18][C:19]1[CH:27]=[CH:26][C:22]2[NH:23][N:24]=[N:25][C:21]=2[CH:20]=1. (9) Given the product [CH3:1][C:2]1[C:6]2[C:7](=[O:20])[N:8]([CH2:12][CH2:13][N:14]3[CH2:19][CH2:18][CH2:17][CH2:16][CH2:15]3)[CH2:9][CH2:10][CH2:11][C:5]=2[NH:4][C:3]=1[CH:21]=[C:31]1[C:30]2[C:34](=[CH:35][CH:36]=[CH:37][C:29]=2[C:26]2[CH:27]=[CH:28][N:23]=[CH:24][CH:25]=2)[NH:33][C:32]1=[O:38], predict the reactants needed to synthesize it. The reactants are: [CH3:1][C:2]1[C:6]2[C:7](=[O:20])[N:8]([CH2:12][CH2:13][N:14]3[CH2:19][CH2:18][CH2:17][CH2:16][CH2:15]3)[CH2:9][CH2:10][CH2:11][C:5]=2[NH:4][C:3]=1[CH:21]=O.[N:23]1[CH:28]=[CH:27][C:26]([C:29]2[CH:37]=[CH:36][CH:35]=[C:34]3[C:30]=2[CH2:31][C:32](=[O:38])[NH:33]3)=[CH:25][CH:24]=1. (10) Given the product [Cl:24][C:22]1[CH:23]=[C:18]([NH:1][C:2]2[N:7]=[CH:6][C:5]([C:8]([CH3:14])([CH3:15])[C:9]([O:11][CH2:12][CH3:13])=[O:10])=[CH:4][CH:3]=2)[C:19]2[N:20]([CH:25]=[CH:26][N:27]=2)[CH:21]=1, predict the reactants needed to synthesize it. The reactants are: [NH2:1][C:2]1[N:7]=[CH:6][C:5]([C:8]([CH3:15])([CH3:14])[C:9]([O:11][CH2:12][CH3:13])=[O:10])=[CH:4][CH:3]=1.Cl.Br[C:18]1[C:19]2[N:20]([CH:25]=[CH:26][N:27]=2)[CH:21]=[C:22]([Cl:24])[CH:23]=1.C1(P(C2C=CC=CC=2)C2C=CC3C(=CC=CC=3)C=2C2C3C(=CC=CC=3)C=CC=2P(C2C=CC=CC=2)C2C=CC=CC=2)C=CC=CC=1.C(=O)([O-])[O-].[Cs+].[Cs+].